Predict the reaction yield, written as a fraction of the theoretical maximum amount of product (1.0 means a 100% yield; for example, 0.34 means a 34% yield). From a dataset of Reaction yield outcomes from USPTO patents with 853,638 reactions. (1) The reactants are [Cl:1][C:2]1[CH:7]=[CH:6][C:5]([S:8]([N:11]2[CH2:16][CH2:15][CH2:14][CH2:13][CH2:12]2)(=[O:10])=[O:9])=[CH:4][C:3]=1[CH2:17][OH:18].C(=O)([O-])[O-].[Cs+].[Cs+].[C:25]([O:29][C:30](=[O:34])[CH:31](Br)[CH3:32])([CH3:28])([CH3:27])[CH3:26].O. The catalyst is C(#N)C. The product is [C:25]([O:29][C:30](=[O:34])[CH:31]([O:18][CH2:17][C:3]1[CH:4]=[C:5]([S:8]([N:11]2[CH2:12][CH2:13][CH2:14][CH2:15][CH2:16]2)(=[O:10])=[O:9])[CH:6]=[CH:7][C:2]=1[Cl:1])[CH3:32])([CH3:28])([CH3:27])[CH3:26]. The yield is 0.599. (2) The reactants are [OH:1][C:2]1[CH:11]=[CH:10][C:5]([C:6]([O:8][CH3:9])=[O:7])=[CH:4][C:3]=1[O:12][CH3:13].Br[CH2:15][CH2:16][CH2:17][Cl:18].C(=O)([O-])[O-].[K+].[K+].[Cl-].[Na+]. The catalyst is CC(C)=O. The product is [Cl:18][CH2:17][CH2:16][CH2:15][O:1][C:2]1[CH:11]=[CH:10][C:5]([C:6]([O:8][CH3:9])=[O:7])=[CH:4][C:3]=1[O:12][CH3:13]. The yield is 0.995. (3) The reactants are [F:1][C:2]1[CH:7]=[CH:6][CH:5]=[CH:4][C:3]=1[NH:8][C:9](=[O:25])[NH:10][C:11]1[CH:16]=[CH:15][C:14]([C:17]2[CH:21]=[C:20]([C:22]([OH:24])=O)[O:19][N:18]=2)=[CH:13][CH:12]=1.C1(N=C=NC2CCCCC2)CCCCC1.ON1C2C=CC=CC=2N=N1.Cl.[CH3:52][O:53][C:54](=[O:60])[C@H:55]([CH:57]([CH3:59])[CH3:58])[NH2:56]. The catalyst is CN(C=O)C.O. The product is [CH3:52][O:53][C:54](=[O:60])[CH:55]([NH:56][C:22]([C:20]1[O:19][N:18]=[C:17]([C:14]2[CH:13]=[CH:12][C:11]([NH:10][C:9]([NH:8][C:3]3[CH:4]=[CH:5][CH:6]=[CH:7][C:2]=3[F:1])=[O:25])=[CH:16][CH:15]=2)[CH:21]=1)=[O:24])[CH:57]([CH3:59])[CH3:58]. The yield is 0.820. (4) The reactants are CS([CH2:5][CH2:6][CH2:7][CH2:8][C:9]([O:11][CH2:12][C:13]1[CH:18]=[CH:17][CH:16]=[CH:15][CH:14]=1)=[O:10])(=O)=O.[CH3:19][NH:20][CH3:21]. The catalyst is C(O)C. The product is [CH3:19][N:20]([CH3:21])[CH2:5][CH2:6][CH2:7][CH2:8][C:9]([O:11][CH2:12][C:13]1[CH:18]=[CH:17][CH:16]=[CH:15][CH:14]=1)=[O:10]. The yield is 0.690. (5) The reactants are C(C1C=CC(S([N:14]2[C:18]3=[N:19][CH:20]=[C:21]([NH:23][NH2:24])[N:22]=[C:17]3[CH:16]=[CH:15]2)(=O)=O)=CC=1)(C)(C)C.CCN(C(C)C)C(C)C.[CH3:34][CH:35]1[CH2:40][CH2:39][CH2:38][CH2:37][CH:36]1[C:41](Cl)=O.O=S(Cl)Cl.C([O-])([O-])=O.[Na+].[Na+]. The catalyst is O1CCOCC1.CO. The product is [CH3:34][CH:35]1[CH2:40][CH2:39][CH2:38][CH2:37][CH:36]1[C:41]1[N:22]2[C:17]3[CH:16]=[CH:15][NH:14][C:18]=3[N:19]=[CH:20][C:21]2=[N:23][N:24]=1. The yield is 0.350. (6) The reactants are [F:1][C:2]1[C:11]2[CH2:10][N:9](CC3C=CC(OC)=CC=3)[C:8](=[O:21])[NH:7][C:6]=2[N:5]=[CH:4][CH:3]=1. The catalyst is C(O)(C(F)(F)F)=O. The product is [F:1][C:2]1[C:11]2[CH2:10][NH:9][C:8](=[O:21])[NH:7][C:6]=2[N:5]=[CH:4][CH:3]=1. The yield is 0.980.